From a dataset of Catalyst prediction with 721,799 reactions and 888 catalyst types from USPTO. Predict which catalyst facilitates the given reaction. (1) Reactant: FC(F)(F)S(O[C:7]1[CH:8]=[C:9]2[C:17](=[CH:18][CH:19]=1)[C:16]1[S:15][C:14]([C:20]3[O:24][N:23]=[C:22]([C:25]4[CH:30]=[CH:29][CH:28]=[CH:27][CH:26]=4)[C:21]=3[C:31]([F:34])([F:33])[F:32])=[N:13][C:12]=1[CH2:11][CH2:10]2)(=O)=O.[CH2:37]([Sn](CCCC)(CCCC)C=C)[CH2:38]CC.[Cl-].[Li+]. Product: [C:25]1([C:22]2[C:21]([C:31]([F:33])([F:34])[F:32])=[C:20]([C:14]3[S:15][C:16]4[C:17]5[C:9](=[CH:8][C:7]([CH:37]=[CH2:38])=[CH:19][CH:18]=5)[CH2:10][CH2:11][C:12]=4[N:13]=3)[O:24][N:23]=2)[CH:30]=[CH:29][CH:28]=[CH:27][CH:26]=1. The catalyst class is: 77. (2) Product: [CH2:1]([O:9][C:10]1[CH:11]=[C:12]([CH:15]=[CH:16][C:17]=1[N+:18]([O-:20])=[O:19])[CH:13]=[O:14])[C:2]1[CH:7]=[CH:6][CH:5]=[CH:4][CH:3]=1. The catalyst class is: 6. Reactant: [CH2:1](Br)[C:2]1[CH:7]=[CH:6][CH:5]=[CH:4][CH:3]=1.[OH:9][C:10]1[CH:11]=[C:12]([CH:15]=[CH:16][C:17]=1[N+:18]([O-:20])=[O:19])[CH:13]=[O:14].C(=O)([O-])[O-].[K+].[K+]. (3) Reactant: [OH:1][CH2:2][C@H:3]1[N:8]([C:9]([C:11]2[CH:16]=[CH:15][CH:14]=[CH:13][CH:12]=2)=[O:10])[CH2:7][CH2:6][O:5][CH2:4]1.[OH:17][C:18]1[CH:25]=[CH:24][CH:23]=[C:22](O)[C:19]=1[CH:20]=[O:21].C1C=CC(P(C2C=CC=CC=2)C2C=CC=CC=2)=CC=1.CC(OC(/N=N/C(OC(C)C)=O)=O)C. Product: [C:9]([N:8]1[CH2:7][CH2:6][O:5][CH2:4][C@H:3]1[CH2:2][O:1][C:22]1[CH:23]=[CH:24][CH:25]=[C:18]([OH:17])[C:19]=1[CH:20]=[O:21])(=[O:10])[C:11]1[CH:16]=[CH:15][CH:14]=[CH:13][CH:12]=1. The catalyst class is: 1. (4) Reactant: [C:1]([O:7][CH2:8][N:9]1[C:13]2[N:14]=[CH:15][N:16]=[C:17]([N:18]3[C:26]4[C:21](=[CH:22][CH:23]=[C:24]([C:27]5[CH:32]=[CH:31][CH:30]=[C:29]([N+:33]([O-])=O)[CH:28]=5)[CH:25]=4)[CH:20]=[CH:19]3)[C:12]=2[CH:11]=[CH:10]1)(=[O:6])[C:2]([CH3:5])([CH3:4])[CH3:3].O.O.[Sn](Cl)Cl.O.N.C(=O)([O-])[O-].[Na+].[Na+]. Product: [C:1]([O:7][CH2:8][N:9]1[C:13]2[N:14]=[CH:15][N:16]=[C:17]([N:18]3[C:26]4[C:21](=[CH:22][CH:23]=[C:24]([C:27]5[CH:32]=[CH:31][CH:30]=[C:29]([NH2:33])[CH:28]=5)[CH:25]=4)[CH:20]=[CH:19]3)[C:12]=2[CH:11]=[CH:10]1)(=[O:6])[C:2]([CH3:5])([CH3:4])[CH3:3]. The catalyst class is: 162. (5) Reactant: C(=O)([O-])[O-].[K+].[K+].Cl[C:8]1[CH:17]=[CH:16][C:11]([C:12]([O:14][CH3:15])=[O:13])=[CH:10][N:9]=1.[C:18]([NH:25][C@H:26]([C:35]([OH:37])=[O:36])[CH2:27][C:28]1[CH:33]=[CH:32][C:31]([OH:34])=[CH:30][CH:29]=1)([O:20][C:21]([CH3:24])([CH3:23])[CH3:22])=[O:19]. The catalyst class is: 18. Product: [CH3:15][O:14][C:12](=[O:13])[C:11]1[CH:16]=[CH:17][C:8]([O:34][C:31]2[CH:30]=[CH:29][C:28]([CH2:27][CH:26]([NH:25][C:18]([O:20][C:21]([CH3:24])([CH3:23])[CH3:22])=[O:19])[C:35]([OH:37])=[O:36])=[CH:33][CH:32]=2)=[N:9][CH:10]=1.